Dataset: Reaction yield outcomes from USPTO patents with 853,638 reactions. Task: Predict the reaction yield, written as a fraction of the theoretical maximum amount of product (1.0 means a 100% yield; for example, 0.34 means a 34% yield). The reactants are [Cl:1][CH2:2][CH2:3][O:4][C:5]1[CH:14]=[CH:13][C:8]([C:9]([O:11][CH3:12])=[O:10])=[CH:7][C:6]=1[O:15][CH3:16].[N:17]([O-:19])=[O:18].[Na+].C(O)(=O)C.[N+]([O-])(O)=O. The catalyst is O. The product is [Cl:1][CH2:2][CH2:3][O:4][C:5]1[C:6]([O:15][CH3:16])=[CH:7][C:8]([C:9]([O:11][CH3:12])=[O:10])=[C:13]([N+:17]([O-:19])=[O:18])[CH:14]=1. The yield is 0.930.